Predict the reactants needed to synthesize the given product. From a dataset of Full USPTO retrosynthesis dataset with 1.9M reactions from patents (1976-2016). Given the product [Cl:1][C:2]1[C:3]([NH:9][CH2:10][CH:11]2[CH2:13][CH:12]2[C:14]2[CH:19]=[CH:18][C:17]([F:20])=[CH:16][CH:15]=2)=[CH:4][N:5]=[N:6][C:7]=1[NH:21][NH2:22], predict the reactants needed to synthesize it. The reactants are: [Cl:1][C:2]1[C:3]([NH:9][CH2:10][CH:11]2[CH2:13][CH:12]2[C:14]2[CH:19]=[CH:18][C:17]([F:20])=[CH:16][CH:15]=2)=[CH:4][N:5]=[N:6][C:7]=1Cl.[NH2:21][NH2:22].